From a dataset of Forward reaction prediction with 1.9M reactions from USPTO patents (1976-2016). Predict the product of the given reaction. (1) The product is: [OH:38][CH2:37][CH2:36][N:35]([CH3:34])[C:4]([C:6]1[C:7]2[S:15][CH:14]=[C:13]([CH2:16][O:17][C:18]3[CH:23]=[CH:22][CH:21]=[C:20]([C:24](=[O:33])[NH:25][C:26]4[CH:31]=[CH:30][C:29]([Cl:32])=[CH:28][CH:27]=4)[CH:19]=3)[C:8]=2[C:9]([NH2:12])=[N:10][CH:11]=1)=[O:5]. Given the reactants C(O[C:4]([C:6]1[C:7]2[S:15][CH:14]=[C:13]([CH2:16][O:17][C:18]3[CH:23]=[CH:22][CH:21]=[C:20]([C:24](=[O:33])[NH:25][C:26]4[CH:31]=[CH:30][C:29]([Cl:32])=[CH:28][CH:27]=4)[CH:19]=3)[C:8]=2[C:9]([NH2:12])=[N:10][CH:11]=1)=[O:5])C.[CH3:34][NH:35][CH2:36][CH2:37][OH:38], predict the reaction product. (2) Given the reactants [Cl:1][C:2]1[CH:7]=[CH:6][C:5]([NH2:8])=[CH:4][C:3]=1[O:9][CH2:10][CH:11]([N:13]([CH3:15])[CH3:14])[CH3:12].[Cl:16][C:17]1[C:18]([C:34]#N)=[C:19]([CH:31]=[CH:32][CH:33]=1)[O:20][C:21]1[CH:26]=[CH:25][C:24]([S:27](Cl)(=[O:29])=[O:28])=[CH:23][CH:22]=1, predict the reaction product. The product is: [Cl:1][C:2]1[CH:7]=[CH:6][C:5]([NH:8][S:27]([C:24]2[CH:25]=[CH:26][C:21]([O:20][C:19]3[CH:31]=[CH:32][CH:33]=[C:17]([Cl:16])[C:18]=3[CH3:34])=[CH:22][CH:23]=2)(=[O:28])=[O:29])=[CH:4][C:3]=1[O:9][CH2:10][CH:11]([N:13]([CH3:14])[CH3:15])[CH3:12]. (3) Given the reactants [OH:1][CH2:2][CH2:3][C:4]1[CH:9]=[CH:8][C:7]([OH:10])=[CH:6][CH:5]=1.CN(C)C=O.C(=O)([O-])[O-].[K+].[K+].I[CH:23]([CH3:25])[CH3:24], predict the reaction product. The product is: [CH:23]([O:10][C:7]1[CH:8]=[CH:9][C:4]([CH2:3][CH2:2][OH:1])=[CH:5][CH:6]=1)([CH3:25])[CH3:24]. (4) Given the reactants [C:14]1(P([C:14]2[CH:19]=[CH:18][CH:17]=[CH:16][CH:15]=2)[C:14]2[CH:19]=[CH:18][CH:17]=[CH:16][CH:15]=2)[CH:19]=[CH:18][CH:17]=[CH:16][CH:15]=1.C[CH:21]([O:23]C(/N=N/C(OC(C)C)=O)=O)C.[NH:34]1[CH:41]=[CH:40][C:38](=[O:39])[NH:37][C:35]1=[O:36].[F:42][C@H:43]1[C@@H:49]2[O:50][Si:51]([CH:65]([CH3:67])[CH3:66])([CH:62]([CH3:64])[CH3:63])[O:52][Si:53]([CH:59]([CH3:61])[CH3:60])([CH:56]([CH3:58])[CH3:57])[O:54][CH2:55][C@H:48]2[C:45]2([CH2:47][CH2:46]2)[C@@H:44]1O, predict the reaction product. The product is: [C:21]([N:37]1[C:38](=[O:39])[CH:40]=[CH:41][N:34]([C@@H:44]2[C:45]3([CH2:47][CH2:46]3)[C@H:48]3[C@@H:49]([O:50][Si:51]([CH:65]([CH3:66])[CH3:67])([CH:62]([CH3:64])[CH3:63])[O:52][Si:53]([CH:56]([CH3:57])[CH3:58])([CH:59]([CH3:61])[CH3:60])[O:54][CH2:55]3)[C@@H:43]2[F:42])[C:35]1=[O:36])(=[O:23])[C:14]1[CH:15]=[CH:16][CH:17]=[CH:18][CH:19]=1. (5) Given the reactants Br[C:2]1[CH:7]=[C:6]([CH3:8])[C:5]([C:9]2[C:10](=[O:24])[CH2:11][CH:12]([CH2:17][CH:18]3[CH2:23][CH2:22][O:21][CH2:20][CH2:19]3)[CH2:13][C:14]=2[O:15][CH3:16])=[C:4]([CH3:25])[CH:3]=1.[F-].[Cs+].[CH2:28]([Sn](CCCC)(CCCC)C=CC)[CH2:29][CH2:30]C, predict the reaction product. The product is: [CH3:8][C:6]1[CH:7]=[C:2]([C:28]#[C:29][CH3:30])[CH:3]=[C:4]([CH3:25])[C:5]=1[C:9]1[C:10](=[O:24])[CH2:11][CH:12]([CH2:17][CH:18]2[CH2:23][CH2:22][O:21][CH2:20][CH2:19]2)[CH2:13][C:14]=1[O:15][CH3:16].